Predict the reaction yield, written as a fraction of the theoretical maximum amount of product (1.0 means a 100% yield; for example, 0.34 means a 34% yield). From a dataset of Reaction yield outcomes from USPTO patents with 853,638 reactions. (1) The reactants are [Cl:1][C:2]1[CH:7]=[CH:6][CH:5]=[CH:4][C:3]=1[C:8]1[N:12]([C:13]2[C:20]3[S:19][C:18]([NH2:21])=[N:17][C:16]=3[NH:15][N:14]=2)[CH:11]=[N:10][CH:9]=1.[C:22]([N:29]1[CH2:34][CH2:33][CH:32]([CH2:35][C:36](O)=[O:37])[CH2:31][CH2:30]1)([O:24][C:25]([CH3:28])([CH3:27])[CH3:26])=[O:23].CN(C(ON1N=NC2C=CC=NC1=2)=[N+](C)C)C.F[P-](F)(F)(F)(F)F.C(N(C(C)C)CC)(C)C.CN(C)CCN. The catalyst is CN(C=O)C. The product is [C:25]([O:24][C:22]([N:29]1[CH2:34][CH2:33][CH:32]([CH2:35][C:36](=[O:37])[NH:21][C:18]2[S:19][C:20]3[C:13]([N:12]4[C:8]([C:3]5[CH:4]=[CH:5][CH:6]=[CH:7][C:2]=5[Cl:1])=[CH:9][N:10]=[CH:11]4)=[N:14][NH:15][C:16]=3[N:17]=2)[CH2:31][CH2:30]1)=[O:23])([CH3:28])([CH3:27])[CH3:26]. The yield is 1.00. (2) The reactants are F[C:2]1[CH:7]=[C:6]([C:8]2[CH:37]=[CH:36][C:11]3[N:12]([C:15]4[S:19][C:18]([C:20]([NH2:22])=[O:21])=[C:17]([O:23][C@@H:24]([C:26]5[CH:31]=[CH:30][CH:29]=[CH:28][C:27]=5[C:32]([F:35])([F:34])[F:33])[CH3:25])[CH:16]=4)[CH:13]=[N:14][C:10]=3[CH:9]=2)[CH:5]=[CH:4][N:3]=1.[NH2:38][CH:39]1[CH2:44][CH2:43][N:42]([CH3:45])[CH2:41][CH2:40]1.C(O)C. The catalyst is C(Cl)Cl. The product is [CH3:45][N:42]1[CH2:43][CH2:44][CH:39]([NH:38][C:2]2[CH:7]=[C:6]([C:8]3[CH:37]=[CH:36][C:11]4[N:12]([C:15]5[S:19][C:18]([C:20]([NH2:22])=[O:21])=[C:17]([O:23][C@@H:24]([C:26]6[CH:31]=[CH:30][CH:29]=[CH:28][C:27]=6[C:32]([F:35])([F:34])[F:33])[CH3:25])[CH:16]=5)[CH:13]=[N:14][C:10]=4[CH:9]=3)[CH:5]=[CH:4][N:3]=2)[CH2:40][CH2:41]1. The yield is 0.570.